From a dataset of Full USPTO retrosynthesis dataset with 1.9M reactions from patents (1976-2016). Predict the reactants needed to synthesize the given product. (1) Given the product [CH2:41]([C:38]1[CH:37]=[N:36][C:35]([N:21]2[CH2:22][CH2:23][CH:18]([N:15]3[CH2:16][CH2:17][C@H:13]([O:12][C:9]4[CH:10]=[N:11][C:6]([S:3]([CH3:2])(=[O:4])=[O:5])=[CH:7][CH:8]=4)[C:14]3=[O:24])[CH2:19][CH2:20]2)=[N:40][CH:39]=1)[CH3:42], predict the reactants needed to synthesize it. The reactants are: Cl.[CH3:2][S:3]([C:6]1[N:11]=[CH:10][C:9]([O:12][C@H:13]2[CH2:17][CH2:16][N:15]([CH:18]3[CH2:23][CH2:22][NH:21][CH2:20][CH2:19]3)[C:14]2=[O:24])=[CH:8][CH:7]=1)(=[O:5])=[O:4].CCN(C(C)C)C(C)C.Cl[C:35]1[N:40]=[CH:39][C:38]([CH2:41][CH3:42])=[CH:37][N:36]=1.O. (2) Given the product [F:1][C:2]1[CH:3]=[C:4]([CH:9]=[CH:10][C:11]=1[CH2:12][O:13][C:14]1[CH:19]=[CH:18][C:17]([OH:23])=[CH:16][C:15]=1[F:20])[C:5]([OH:7])=[O:6].[C:21]([C:17]1[CH:18]=[CH:19][C:14]([O:13][CH2:12][C:11]2[CH:10]=[CH:9][C:4]([C:5]([O:7][CH3:8])=[O:6])=[CH:3][C:2]=2[F:1])=[C:15]([F:20])[CH:16]=1)(=[O:23])[CH3:22], predict the reactants needed to synthesize it. The reactants are: [F:1][C:2]1[CH:3]=[C:4]([CH:9]=[CH:10][C:11]=1[CH2:12][O:13][C:14]1[CH:19]=[CH:18][CH:17]=[CH:16][C:15]=1[F:20])[C:5]([O:7][CH3:8])=[O:6].[C:21](Cl)(=[O:23])[CH3:22].[Al+3].[Cl-].[Cl-].[Cl-]. (3) Given the product [F:37][CH:35]([F:36])[C:24]1[CH:25]=[C:30]([CH:29]([F:32])[F:31])[N:22]([CH2:21][C:20]([NH:39][C@H:40]([C:50]2[C:55]([C:56]3[CH:57]=[CH:58][C:59]([Cl:71])=[C:60]4[C:64]=3[N:63]([CH3:65])[N:62]=[C:61]4[NH:66][S:67]([CH3:70])(=[O:68])=[O:69])=[CH:54][CH:53]=[C:52]([C:72]#[C:73][C:74]([OH:77])([CH3:75])[CH3:76])[N:51]=2)[CH2:41][C:42]2[CH:47]=[C:46]([F:48])[CH:45]=[C:44]([F:49])[CH:43]=2)=[O:38])[N:23]=1, predict the reactants needed to synthesize it. The reactants are: BrC1C([C@@H](N[C:20](=[O:38])[CH2:21][N:22]2[C:30]3[C:29]([F:32])([F:31])CCC(F)(F)[C:25]=3[C:24]([CH:35]([F:37])[F:36])=[N:23]2)CC2C=C(F)C=C(F)C=2)=NC=C(Br)C=1.[NH2:39][C@H:40]([C:50]1[C:55]([C:56]2[CH:57]=[CH:58][C:59]([Cl:71])=[C:60]3[C:64]=2[N:63]([CH3:65])[N:62]=[C:61]3[NH:66][S:67]([CH3:70])(=[O:69])=[O:68])=[CH:54][CH:53]=[C:52]([C:72]#[C:73][C:74]([OH:77])([CH3:76])[CH3:75])[N:51]=1)[CH2:41][C:42]1[CH:47]=[C:46]([F:48])[CH:45]=[C:44]([F:49])[CH:43]=1.FC(F)C1C=C(C(F)F)N(CC(O)=O)N=1. (4) The reactants are: [C:1]([O:5][C:6]([N:8]1[CH2:17][CH2:16][C:15]2[C:10](=[CH:11][CH:12]=[C:13]([C:18]([O-:20])=O)[CH:14]=2)[CH2:9]1)=[O:7])([CH3:4])([CH3:3])[CH3:2].[K+].C(Cl)CCl.C1C=CC2N(O)N=NC=2C=1.[CH:36]([N:39]1[CH2:45][CH2:44][CH2:43][NH:42][CH2:41][CH2:40]1)([CH3:38])[CH3:37]. Given the product [C:1]([O:5][C:6]([N:8]1[CH2:17][CH2:16][C:15]2[C:10](=[CH:11][CH:12]=[C:13]([C:18]([N:42]3[CH2:43][CH2:44][CH2:45][N:39]([CH:36]([CH3:38])[CH3:37])[CH2:40][CH2:41]3)=[O:20])[CH:14]=2)[CH2:9]1)=[O:7])([CH3:3])([CH3:2])[CH3:4], predict the reactants needed to synthesize it. (5) Given the product [Cl:47][CH:48]([Cl:52])[C:49]([N:20]([CH2:21][CH2:22][C:23]([C:25]1[CH:26]=[CH:27][C:28]([C:29]([O:31][C:32]([CH3:34])([CH3:33])[CH3:35])=[O:30])=[CH:36][CH:37]=1)=[O:24])[C:18]1[CH:17]=[CH:16][N:15]=[C:14]([C:12]2[O:11][N:10]=[C:9]([C:3]3[C:2]([Cl:1])=[CH:7][CH:6]=[CH:5][C:4]=3[Cl:8])[CH:13]=2)[CH:19]=1)=[O:50], predict the reactants needed to synthesize it. The reactants are: [Cl:1][C:2]1[CH:7]=[CH:6][CH:5]=[C:4]([Cl:8])[C:3]=1[C:9]1[CH:13]=[C:12]([C:14]2[CH:19]=[C:18]([NH:20][CH2:21][CH2:22][C:23]([C:25]3[CH:37]=[CH:36][C:28]([C:29]([O:31][C:32]([CH3:35])([CH3:34])[CH3:33])=[O:30])=[CH:27][CH:26]=3)=[O:24])[CH:17]=[CH:16][N:15]=2)[O:11][N:10]=1.C(N(C(C)C)CC)(C)C.[Cl:47][CH:48]([Cl:52])[C:49](Cl)=[O:50]. (6) Given the product [I:21][C:9]1[NH:8][C:5]2=[N:6][CH:7]=[C:2]([CH3:1])[CH:3]=[C:4]2[C:10]=1[C:11]1[CH:12]=[N:13][CH:14]=[N:15][CH:16]=1, predict the reactants needed to synthesize it. The reactants are: [CH3:1][C:2]1[CH:3]=[C:4]2[C:10]([C:11]3[CH:12]=[N:13][CH:14]=[N:15][CH:16]=3)=[C:9]([Si](C)(C)C)[NH:8][C:5]2=[N:6][CH:7]=1.[I:21]N1C(=O)CCC1=O.S([O-])([O-])(=O)=S.[Na+].[Na+].